From a dataset of Forward reaction prediction with 1.9M reactions from USPTO patents (1976-2016). Predict the product of the given reaction. (1) Given the reactants [CH3:1][C:2]1[CH:3]=[CH:4][CH:5]=[C:6]2[C:10]=1[N:9]([CH2:11][CH2:12]OS(C)(=O)=O)[CH:8]=[CH:7]2.[NH:18]1[CH:22]=[CH:21][N:20]=[CH:19]1.[Na], predict the reaction product. The product is: [N:18]1([CH2:12][CH2:11][N:9]2[C:10]3[C:6](=[CH:5][CH:4]=[CH:3][C:2]=3[CH3:1])[CH:7]=[CH:8]2)[CH:22]=[CH:21][N:20]=[CH:19]1. (2) Given the reactants [NH2:1][C:2]1[CH:3]=[CH:4][CH:5]=[C:6]2[C:10]=1[C:9](=[O:11])[N:8]([CH3:12])[CH2:7]2.[H-].[Na+].[Cl:15][C:16]1[N:21]=[C:20](Cl)[C:19]([Cl:23])=[CH:18][N:17]=1.[NH4+:24].[Cl-], predict the reaction product. The product is: [NH2:24][C:20]1([NH:1][C:2]2[CH:3]=[CH:4][CH:5]=[C:6]3[C:10]=2[C:9](=[O:11])[N:8]([CH3:12])[CH2:7]3)[C:19]([Cl:23])=[CH:18][N:17]=[C:16]([Cl:15])[NH:21]1. (3) Given the reactants [CH2:1]([N:8]1[CH:13]([CH2:14][F:15])[CH2:12][O:11][C:10]([CH2:17][CH2:18][OH:19])([CH3:16])[C:9]1=O)[C:2]1[CH:7]=[CH:6][CH:5]=[CH:4][CH:3]=1.CO, predict the reaction product. The product is: [CH2:1]([N:8]1[CH:13]([CH2:14][F:15])[CH2:12][O:11][C:10]([CH2:17][CH2:18][OH:19])([CH3:16])[CH2:9]1)[C:2]1[CH:3]=[CH:4][CH:5]=[CH:6][CH:7]=1. (4) Given the reactants O1CCC[CH2:2]1.[Cl:6][C:7]1[CH:16]=[C:15]2[C:10]([CH2:11][CH2:12][C:13](=[O:30])[N:14]2[CH:17]2[CH2:22][CH2:21][N:20]([C:23]([O:25][C:26]([CH3:29])([CH3:28])[CH3:27])=[O:24])[CH2:19][CH2:18]2)=[N:9][CH:8]=1.C[Si](C)(C)[N-][Si](C)(C)C.[Li+].CI, predict the reaction product. The product is: [Cl:6][C:7]1[CH:16]=[C:15]2[C:10]([CH2:11][CH:12]([CH3:2])[C:13](=[O:30])[N:14]2[CH:17]2[CH2:22][CH2:21][N:20]([C:23]([O:25][C:26]([CH3:27])([CH3:29])[CH3:28])=[O:24])[CH2:19][CH2:18]2)=[N:9][CH:8]=1. (5) The product is: [Cl:1][C:2]1[C:7]([O:8][CH3:9])=[CH:6][C:5]([O:10][CH3:11])=[CH:4][C:3]=1[C:12]1[C:24](=[O:25])[N:23]([CH2:26][CH2:27][C:28]2[N:33]=[CH:32][C:31]([NH:34][C:35](=[O:41])[O:36][C:37]([CH3:40])([CH3:39])[CH3:38])=[CH:30][CH:29]=2)[C:15]2[N:16]=[C:17]([NH:43][CH3:42])[N:18]=[CH:19][C:14]=2[CH:13]=1. Given the reactants [Cl:1][C:2]1[C:7]([O:8][CH3:9])=[CH:6][C:5]([O:10][CH3:11])=[CH:4][C:3]=1[C:12]1[C:24](=[O:25])[N:23]([CH2:26][CH2:27][C:28]2[N:33]=[CH:32][C:31]([NH:34][C:35](=[O:41])[O:36][C:37]([CH3:40])([CH3:39])[CH3:38])=[CH:30][CH:29]=2)[C:15]2[N:16]=[C:17](S(C)=O)[N:18]=[CH:19][C:14]=2[CH:13]=1.[CH3:42][NH2:43].Cl.C(OCC)(=O)C, predict the reaction product. (6) Given the reactants [NH2:1][C:2]1[C:7]([NH2:8])=[CH:6][C:5]([N+:9]([O-:11])=[O:10])=[CH:4][N:3]=1.[CH:12](=O)[C:13]1[CH:18]=[CH:17][CH:16]=[CH:15][CH:14]=1, predict the reaction product. The product is: [N+:9]([C:5]1[CH:6]=[C:7]2[N:8]=[C:12]([C:13]3[CH:18]=[CH:17][CH:16]=[CH:15][CH:14]=3)[NH:1][C:2]2=[N:3][CH:4]=1)([O-:11])=[O:10]. (7) Given the reactants Br[C:2]1[C:7]2[S:8][CH:9]=[CH:10][C:6]=2[CH:5]=[CH:4][CH:3]=1.[N:11]1[CH:16]=[CH:15][C:14](B(O)O)=[CH:13][CH:12]=1.[O-]P([O-])([O-])=O.[K+].[K+].[K+].C(Cl)Cl, predict the reaction product. The product is: [S:8]1[CH:9]=[CH:10][C:6]2[CH:5]=[CH:4][CH:3]=[C:2]([C:14]3[CH:15]=[CH:16][N:11]=[CH:12][CH:13]=3)[C:7]1=2. (8) Given the reactants C(C1NC(=O)CNC1=O)(CC)C.Cl.[CH:14]1([CH:20]([NH:25][C:26](=[O:29])[CH2:27][NH2:28])[C:21](OC)=[O:22])[CH2:19][CH2:18][CH2:17][CH2:16][CH2:15]1, predict the reaction product. The product is: [CH:14]1([CH:20]2[NH:25][C:26](=[O:29])[CH2:27][NH:28][C:21]2=[O:22])[CH2:19][CH2:18][CH2:17][CH2:16][CH2:15]1. (9) Given the reactants [OH:1][C:2]1[CH:3]=[C:4]([S:8]([N:11]2[C:19]3[C:14](=[CH:15][CH:16]=[CH:17][CH:18]=3)[CH:13]=[CH:12]2)(=[O:10])=[O:9])[CH:5]=[CH:6][CH:7]=1.C(=O)([O-])[O-].[K+].[K+].Cl[CH:27]1[CH2:32][CH2:31][N:30]([CH3:33])[CH2:29][CH2:28]1, predict the reaction product. The product is: [CH3:33][N:30]1[CH2:31][CH2:32][CH:27]([O:1][C:2]2[CH:3]=[C:4]([S:8]([N:11]3[C:19]4[C:14](=[CH:15][CH:16]=[CH:17][CH:18]=4)[CH:13]=[CH:12]3)(=[O:10])=[O:9])[CH:5]=[CH:6][CH:7]=2)[CH2:28][CH2:29]1.